From a dataset of Peptide-MHC class I binding affinity with 185,985 pairs from IEDB/IMGT. Regression. Given a peptide amino acid sequence and an MHC pseudo amino acid sequence, predict their binding affinity value. This is MHC class I binding data. (1) The peptide sequence is LPRERFRKT. The MHC is HLA-B51:01 with pseudo-sequence HLA-B51:01. The binding affinity (normalized) is 0.0847. (2) The peptide sequence is HIVYAVPLM. The MHC is HLA-A26:01 with pseudo-sequence HLA-A26:01. The binding affinity (normalized) is 0.797.